This data is from Full USPTO retrosynthesis dataset with 1.9M reactions from patents (1976-2016). The task is: Predict the reactants needed to synthesize the given product. Given the product [CH3:12][O:11][C:4]1[CH:3]=[C:2]([CH:13]=[CH2:14])[CH:7]=[CH:6][C:5]=1[N+:8]([O-:10])=[O:9], predict the reactants needed to synthesize it. The reactants are: Br[C:2]1[CH:7]=[CH:6][C:5]([N+:8]([O-:10])=[O:9])=[C:4]([O:11][CH3:12])[CH:3]=1.[CH2:13]([Sn](CCCC)(CCCC)C=C)[CH2:14]CC.